From a dataset of Peptide-MHC class I binding affinity with 185,985 pairs from IEDB/IMGT. Regression. Given a peptide amino acid sequence and an MHC pseudo amino acid sequence, predict their binding affinity value. This is MHC class I binding data. (1) The peptide sequence is AQPLPQRQK. The MHC is HLA-A03:01 with pseudo-sequence HLA-A03:01. The binding affinity (normalized) is 0.0693. (2) The peptide sequence is RTIQGQRFW. The MHC is HLA-B27:05 with pseudo-sequence HLA-B27:05. The binding affinity (normalized) is 0.0847.